Dataset: Full USPTO retrosynthesis dataset with 1.9M reactions from patents (1976-2016). Task: Predict the reactants needed to synthesize the given product. Given the product [CH3:24][C:23]1[CH:22]=[C:21]([CH3:25])[NH:20][C:19](=[O:26])[C:18]=1[CH2:17][NH:16][C:14]([C:4]1[C:5]2[CH:10]=[N:9][N:8]([CH:11]([CH3:13])[CH3:12])[C:6]=2[N:7]=[C:2]([C:32]2[CH2:31][C:30]([CH3:44])([CH3:43])[NH:29][C:28]([CH3:45])([CH3:27])[CH:33]=2)[CH:3]=1)=[O:15], predict the reactants needed to synthesize it. The reactants are: Br[C:2]1[CH:3]=[C:4]([C:14]([NH:16][CH2:17][C:18]2[C:19](=[O:26])[NH:20][C:21]([CH3:25])=[CH:22][C:23]=2[CH3:24])=[O:15])[C:5]2[CH:10]=[N:9][N:8]([CH:11]([CH3:13])[CH3:12])[C:6]=2[N:7]=1.[CH3:27][C:28]1([CH3:45])[CH2:33][C:32](B2OC(C)(C)C(C)(C)O2)=[CH:31][C:30]([CH3:44])([CH3:43])[NH:29]1.C([O-])([O-])=O.[Na+].[Na+].CCOC(C)=O.